This data is from Reaction yield outcomes from USPTO patents with 853,638 reactions. The task is: Predict the reaction yield, written as a fraction of the theoretical maximum amount of product (1.0 means a 100% yield; for example, 0.34 means a 34% yield). (1) The reactants are C(N(CC)C(C)C)(C)C.Cl.Cl.[CH3:12][Si:13]([CH3:40])([CH3:39])[CH2:14][CH2:15][O:16][CH2:17][N:18]1[C:22]2=[N:23][CH:24]=[CH:25][C:26]([C:27]3[CH:28]=[N:29][N:30]([C:32]4([CH2:36][C:37]#[N:38])[CH2:35][NH:34][CH2:33]4)[CH:31]=3)=[C:21]2[CH:20]=[CH:19]1.Cl[C:42]1[N:43]=[CH:44][C:45]([C:48]([O:50][CH3:51])=[O:49])=[N:46][CH:47]=1.C([O-])(O)=O.[Na+]. The catalyst is O1CCOCC1. The product is [C:37]([CH2:36][C:32]1([N:30]2[CH:31]=[C:27]([C:26]3[CH:25]=[CH:24][N:23]=[C:22]4[N:18]([CH2:17][O:16][CH2:15][CH2:14][Si:13]([CH3:39])([CH3:12])[CH3:40])[CH:19]=[CH:20][C:21]=34)[CH:28]=[N:29]2)[CH2:33][N:34]([C:42]2[N:43]=[CH:44][C:45]([C:48]([O:50][CH3:51])=[O:49])=[N:46][CH:47]=2)[CH2:35]1)#[N:38]. The yield is 0.120. (2) The reactants are [CH2:1]([C:5]1[N:10]2[N:11]=[CH:12][N:13]=[C:9]2[NH:8][C:7](=[O:14])[C:6]=1[CH2:15][C:16]1[CH:21]=[CH:20][C:19]([C:22]2[C:23]([C:28]#[N:29])=[CH:24][CH:25]=[CH:26][CH:27]=2)=[CH:18][CH:17]=1)[CH2:2][CH2:3][CH3:4].[F:30][C:31]1[CH:32]=[C:33](B(O)O)[CH:34]=[CH:35][C:36]=1[O:37][CH:38]([CH3:40])[CH3:39].C(N(CC)CC)C.N1C=CC=CC=1. The catalyst is ClCCl.C(OCC)(=O)C.C([O-])(=O)C.[Cu+2].C([O-])(=O)C. The product is [CH2:1]([C:5]1[N:10]2[N:11]=[CH:12][N:13]=[C:9]2[N:8]([C:33]2[CH:34]=[CH:35][C:36]([O:37][CH:38]([CH3:39])[CH3:40])=[C:31]([F:30])[CH:32]=2)[C:7](=[O:14])[C:6]=1[CH2:15][C:16]1[CH:21]=[CH:20][C:19]([C:22]2[C:23]([C:28]#[N:29])=[CH:24][CH:25]=[CH:26][CH:27]=2)=[CH:18][CH:17]=1)[CH2:2][CH2:3][CH3:4]. The yield is 0.980. (3) The reactants are [F:1][C:2]1[CH:7]=[CH:6][C:5]([C:8]2[C:12]([CH2:13][O:14][C:15]3[CH:23]=[CH:22][C:18]([C:19]([OH:21])=O)=[CH:17][N:16]=3)=[C:11]([CH3:24])[O:10][N:9]=2)=[CH:4][CH:3]=1.[CH:25]1([CH2:28][NH2:29])[CH2:27][CH2:26]1. No catalyst specified. The product is [CH:25]1([CH2:28][NH:29][C:19](=[O:21])[C:18]2[CH:22]=[CH:23][C:15]([O:14][CH2:13][C:12]3[C:8]([C:5]4[CH:4]=[CH:3][C:2]([F:1])=[CH:7][CH:6]=4)=[N:9][O:10][C:11]=3[CH3:24])=[N:16][CH:17]=2)[CH2:27][CH2:26]1. The yield is 0.650. (4) The reactants are [Cl:1][C:2]1[CH:7]=[C:6]([N+:8]([O-])=O)[CH:5]=[C:4]([Cl:11])[C:3]=1[O:12][C:13]1[CH:18]=[CH:17][C:16]([S:19]([CH3:22])(=[O:21])=[O:20])=[CH:15][CH:14]=1. The catalyst is CCOC(C)=O.[Pd]. The product is [Cl:1][C:2]1[CH:7]=[C:6]([NH2:8])[CH:5]=[C:4]([Cl:11])[C:3]=1[O:12][C:13]1[CH:14]=[CH:15][C:16]([S:19]([CH3:22])(=[O:21])=[O:20])=[CH:17][CH:18]=1. The yield is 0.970. (5) The reactants are [C:1]([C:3]1[CH:8]=[CH:7][C:6](B(O)O)=[CH:5][N:4]=1)#[N:2].I[C:13]1[C:21]2[C:16](=[N:17][CH:18]=[N:19][C:20]=2[NH2:22])[N:15]([CH:23]([CH3:25])[CH3:24])[N:14]=1.C([O-])([O-])=O.[Na+].[Na+]. The catalyst is CCO.COCCOC.C1C=CC([P]([Pd]([P](C2C=CC=CC=2)(C2C=CC=CC=2)C2C=CC=CC=2)([P](C2C=CC=CC=2)(C2C=CC=CC=2)C2C=CC=CC=2)[P](C2C=CC=CC=2)(C2C=CC=CC=2)C2C=CC=CC=2)(C2C=CC=CC=2)C2C=CC=CC=2)=CC=1. The product is [NH2:22][C:20]1[N:19]=[CH:18][N:17]=[C:16]2[N:15]([CH:23]([CH3:25])[CH3:24])[N:14]=[C:13]([C:6]3[CH:7]=[CH:8][C:3]([C:1]#[N:2])=[N:4][CH:5]=3)[C:21]=12. The yield is 0.140.